Dataset: Reaction yield outcomes from USPTO patents with 853,638 reactions. Task: Predict the reaction yield, written as a fraction of the theoretical maximum amount of product (1.0 means a 100% yield; for example, 0.34 means a 34% yield). (1) The reactants are Cl[C:2]1[C:7]([CH:8]=[O:9])=[C:6]([N:10]2[CH2:22][CH2:21][C:20]3[N:19]4[C:14]([CH2:15][CH2:16][CH2:17][CH2:18]4)=[CH:13][C:12]=3[C:11]2=[O:23])[N:5]=[CH:4][CH:3]=1.[CH3:24][C@H:25]1[CH2:30][N:29]([CH:31]2[CH2:34][O:33][CH2:32]2)[C@H:28]([CH3:35])[CH2:27][N:26]1[C:36]1[CH:37]=[CH:38][C:39]([NH:42][C:43]2[C:44](=[O:59])[N:45]([CH3:58])[CH:46]=[C:47](B3OC(C)(C)C(C)(C)O3)[CH:48]=2)=[N:40][CH:41]=1.[O-]P([O-])([O-])=O.[K+].[K+].[K+].C([O-])(=O)C.[Na+]. The catalyst is O.C1C=CC(P(C2C=CC=CC=2)[C-]2C=CC=C2)=CC=1.C1C=CC(P(C2C=CC=CC=2)[C-]2C=CC=C2)=CC=1.Cl[Pd]Cl.[Fe+2].C(#N)C. The product is [CH3:24][CH:25]1[CH2:30][N:29]([CH:31]2[CH2:34][O:33][CH2:32]2)[CH:28]([CH3:35])[CH2:27][N:26]1[C:36]1[CH:37]=[CH:38][C:39]([NH:42][C:43]2[C:44](=[O:59])[N:45]([CH3:58])[CH:46]=[C:47]([C:2]3[C:7]([CH:8]=[O:9])=[C:6]([N:10]4[CH2:22][CH2:21][C:20]5[N:19]6[C:14]([CH2:15][CH2:16][CH2:17][CH2:18]6)=[CH:13][C:12]=5[C:11]4=[O:23])[N:5]=[CH:4][CH:3]=3)[CH:48]=2)=[N:40][CH:41]=1. The yield is 0.300. (2) The reactants are F[C:2]1[CH:9]=[C:8]([C:10]([F:13])([F:12])[F:11])[CH:7]=[CH:6][C:3]=1[C:4]#[N:5].[CH3:14][C:15]1[C:20]([OH:21])=[CH:19][CH:18]=[CH:17][N:16]=1.C(=O)([O-])[O-].[Cs+].[Cs+]. The catalyst is CN(C=O)C.O. The product is [CH3:14][C:15]1[C:20]([O:21][C:2]2[CH:9]=[C:8]([C:10]([F:13])([F:12])[F:11])[CH:7]=[CH:6][C:3]=2[C:4]#[N:5])=[CH:19][CH:18]=[CH:17][N:16]=1. The yield is 0.940.